This data is from Full USPTO retrosynthesis dataset with 1.9M reactions from patents (1976-2016). The task is: Predict the reactants needed to synthesize the given product. (1) Given the product [CH3:1][O:2][C:3]1[CH:4]=[C:5]([C:11]2[S:10][CH:14]=[CH:13][CH:12]=2)[CH:6]=[CH:7][CH:8]=1, predict the reactants needed to synthesize it. The reactants are: [CH3:1][O:2][C:3]1[CH:4]=[C:5](Br)[CH:6]=[CH:7][CH:8]=1.[S:10]1[CH:14]=[CH:13][CH:12]=[C:11]1B(O)O. (2) Given the product [CH3:20][O:21][C:22]1[CH:23]=[C:24]([CH2:25][N:4]2[CH2:3][CH2:2][N:1]([C:7]3[CH:8]=[CH:9][C:10]4[N:11]([C:13]([C:16]([F:17])([F:18])[F:19])=[N:14][N:15]=4)[N:12]=3)[CH2:6][CH2:5]2)[CH:27]=[CH:28][CH:29]=1, predict the reactants needed to synthesize it. The reactants are: [N:1]1([C:7]2[CH:8]=[CH:9][C:10]3[N:11]([C:13]([C:16]([F:19])([F:18])[F:17])=[N:14][N:15]=3)[N:12]=2)[CH2:6][CH2:5][NH:4][CH2:3][CH2:2]1.[CH3:20][O:21][C:22]1[CH:23]=[C:24]([CH:27]=[CH:28][CH:29]=1)[CH:25]=O. (3) The reactants are: [CH3:1][O:2][C:3](=[O:19])[CH2:4][NH:5][C:6]1[CH:7]=[N:8][CH:9]=[CH:10][C:11]=1[C:12]1[CH:17]=[CH:16][CH:15]=[CH:14][C:13]=1[Cl:18].[CH3:20][S:21]([C:24]1[CH:25]=[C:26]([CH:30]=[C:31]([C:33]([F:36])([F:35])[F:34])[CH:32]=1)[C:27](O)=[O:28])(=[O:23])=[O:22]. Given the product [CH3:1][O:2][C:3](=[O:19])[CH2:4][N:5]([C:6]1[CH:7]=[N:8][CH:9]=[CH:10][C:11]=1[C:12]1[CH:17]=[CH:16][CH:15]=[CH:14][C:13]=1[Cl:18])[C:27](=[O:28])[C:26]1[CH:30]=[C:31]([C:33]([F:36])([F:34])[F:35])[CH:32]=[C:24]([S:21]([CH3:20])(=[O:23])=[O:22])[CH:25]=1, predict the reactants needed to synthesize it.